From a dataset of Cav3 T-type calcium channel HTS with 100,875 compounds. Binary Classification. Given a drug SMILES string, predict its activity (active/inactive) in a high-throughput screening assay against a specified biological target. The drug is O1c2n[nH]c(c2C(c2ccc(cc2)C)C(=C1N)C#N)C. The result is 0 (inactive).